From a dataset of Forward reaction prediction with 1.9M reactions from USPTO patents (1976-2016). Predict the product of the given reaction. (1) Given the reactants N[C:2]1[CH:7]=[CH:6][C:5]([NH:8][C:9](=[O:19])[C:10]([F:18])([F:17])[C:11]2[CH:16]=[CH:15][CH:14]=[CH:13][CH:12]=2)=[C:4]([F:20])[C:3]=1[CH2:21][CH2:22][OH:23].N([O-])=O.[Na+].C(O)(=O)C.[ClH:32], predict the reaction product. The product is: [Cl:32][C:2]1[CH:7]=[CH:6][C:5]([NH:8][C:9](=[O:19])[C:10]([F:18])([F:17])[C:11]2[CH:16]=[CH:15][CH:14]=[CH:13][CH:12]=2)=[C:4]([F:20])[C:3]=1[CH2:21][CH2:22][OH:23]. (2) Given the reactants [N:1]1[C:5]2[CH:6]=[CH:7][CH:8]=[CH:9][C:4]=2[NH:3][C:2]=1[C:10]([OH:12])=O.C1N=CN(C(N2C=NC=C2)=O)C=1.[CH3:25][O:26][C:27]1[CH:32]=[CH:31][C:30]([N:33]2[CH2:38][CH2:37][O:36][CH2:35][CH2:34]2)=[CH:29][C:28]=1[NH2:39], predict the reaction product. The product is: [CH3:25][O:26][C:27]1[CH:32]=[CH:31][C:30]([N:33]2[CH2:34][CH2:35][O:36][CH2:37][CH2:38]2)=[CH:29][C:28]=1[NH:39][C:10]([C:2]1[NH:1][C:5]2[CH:6]=[CH:7][CH:8]=[CH:9][C:4]=2[N:3]=1)=[O:12]. (3) The product is: [NH:42]1[CH:46]=[CH:45][N:44]=[C:43]1[NH:47][C:48]([N:14]1[CH2:13][CH2:12][CH:11]([N:10]([CH2:9][C:3]2[C:2]([CH3:1])=[CH:7][C:6]([CH3:8])=[CH:5][N:4]=2)[CH2:17][C:18]2[C:23]([C:24]([CH3:32])([C:26]3[CH:27]=[CH:28][CH:29]=[CH:30][CH:31]=3)[CH3:25])=[CH:22][CH:21]=[CH:20][N:19]=2)[CH2:16][CH2:15]1)=[O:49]. Given the reactants [CH3:1][C:2]1[C:3]([CH2:9][N:10]([CH2:17][C:18]2[C:23]([C:24]([CH3:32])([C:26]3[CH:31]=[CH:30][CH:29]=[CH:28][CH:27]=3)[CH3:25])=[CH:22][CH:21]=[CH:20][N:19]=2)[CH:11]2[CH2:16][CH2:15][NH:14][CH2:13][CH2:12]2)=[N:4][CH:5]=[C:6]([CH3:8])[CH:7]=1.CCN(C(C)C)C(C)C.[NH:42]1[CH:46]=[CH:45][N:44]=[C:43]1[NH:47][C:48](N1C=CN=C1)=[O:49], predict the reaction product. (4) Given the reactants [Cl:1][C:2]1[CH:7]=[C:6]([CH2:8][NH:9][C:10]([C@@H:12]2[CH2:16][C@@H:15]([F:17])[CH2:14][N:13]2C(OC(C)(C)C)=O)=[O:11])[CH:5]=[C:4]([C:25]2[CH:26]=[N:27][C:28]([C:31]([F:34])([F:33])[F:32])=[N:29][CH:30]=2)[N:3]=1.O1CCOCC1.Cl, predict the reaction product. The product is: [Cl:1][C:2]1[CH:7]=[C:6]([CH2:8][NH:9][C:10]([C@@H:12]2[CH2:16][C@@H:15]([F:17])[CH2:14][NH:13]2)=[O:11])[CH:5]=[C:4]([C:25]2[CH:30]=[N:29][C:28]([C:31]([F:32])([F:33])[F:34])=[N:27][CH:26]=2)[N:3]=1. (5) Given the reactants CS(O[CH2:6][CH2:7][CH2:8][O:9][C:10]1[CH:15]=[CH:14][CH:13]=[C:12]([C:16]2[N:20]([C:21]3[CH:26]=[CH:25][CH:24]=[C:23]([Cl:27])[CH:22]=3)[N:19]=[C:18]([C:28]([N:30]3[CH2:34][C:33](=[O:35])[NH:32][CH2:31]3)=[O:29])[CH:17]=2)[CH:11]=1)(=O)=O.[CH3:36][N:37]1[CH2:42][CH2:41][NH:40][CH2:39][CH2:38]1.[CH:43]([OH:45])=[O:44].ClC1C=C(N2C(C3C=CC=C(OCCCN(C)C)C=3)=CC(C(N3CC(=O)NC3)=O)=N2)C=CC=1, predict the reaction product. The product is: [CH:43]([OH:45])=[O:44].[Cl:27][C:23]1[CH:22]=[C:21]([N:20]2[C:16]([C:12]3[CH:13]=[CH:14][CH:15]=[C:10]([O:9][CH2:8][CH2:7][CH2:6][N:40]4[CH2:41][CH2:42][N:37]([CH3:36])[CH2:38][CH2:39]4)[CH:11]=3)=[CH:17][C:18]([C:28]([N:30]3[CH2:34][C:33](=[O:35])[NH:32][CH2:31]3)=[O:29])=[N:19]2)[CH:26]=[CH:25][CH:24]=1. (6) Given the reactants [CH3:1][Si:2]([CH:5]([Si:7]([CH3:10])([CH3:9])[CH3:8])Cl)([CH3:4])[CH3:3].[C:11]([O-:15])(=[O:14])[CH:12]=[CH2:13].[Na+].C1C2NC3C(=CC=CC=3)SC=2C=CC=1, predict the reaction product. The product is: [CH3:1][Si:2]([CH:5]([O:15][C:11](=[O:14])[CH:12]=[CH2:13])[Si:7]([CH3:10])([CH3:9])[CH3:8])([CH3:4])[CH3:3]. (7) Given the reactants [C:1]([O:5][C:6](=[O:35])[N:7]([CH2:17][CH:18]([OH:34])[CH:19]([NH:29][C:30](=[O:33])[CH2:31][NH2:32])[CH2:20][C:21]1[CH:26]=[C:25]([OH:27])[CH:24]=[C:23]([F:28])[CH:22]=1)[CH2:8][C:9]1[CH:14]=[CH:13][CH:12]=[C:11]([CH2:15][CH3:16])[CH:10]=1)([CH3:4])([CH3:3])[CH3:2].C(N(CC)CC)C.C1COCC1.[Br:48][CH2:49][CH2:50][CH2:51][CH2:52][C:53](Cl)=[O:54], predict the reaction product. The product is: [C:1]([O:5][C:6](=[O:35])[N:7]([CH2:17][CH:18]([OH:34])[CH:19]([NH:29][C:30](=[O:33])[CH2:31][NH:32][C:53](=[O:54])[CH2:52][CH2:51][CH2:50][CH2:49][Br:48])[CH2:20][C:21]1[CH:26]=[C:25]([OH:27])[CH:24]=[C:23]([F:28])[CH:22]=1)[CH2:8][C:9]1[CH:14]=[CH:13][CH:12]=[C:11]([CH2:15][CH3:16])[CH:10]=1)([CH3:2])([CH3:3])[CH3:4]. (8) Given the reactants [CH3:1][S:2]([NH2:5])(=[O:4])=[O:3].C1(P(C2CCCCC2)C2C=CC=CC=2C2C(C(C)C)=CC(C(C)C)=CC=2C(C)C)CCCCC1.C(=O)([O-])[O-].[Cs+].[Cs+].Cl[C:47]1[N:52]=[C:51]([S:53][CH2:54][C:55]2[CH:60]=[CH:59][CH:58]=[C:57]([F:61])[C:56]=2[F:62])[N:50]=[C:49]([O:63][CH2:64][CH2:65][OH:66])[CH:48]=1, predict the reaction product. The product is: [F:62][C:56]1[C:57]([F:61])=[CH:58][CH:59]=[CH:60][C:55]=1[CH2:54][S:53][C:51]1[N:52]=[C:47]([NH:5][S:2]([CH3:1])(=[O:4])=[O:3])[CH:48]=[C:49]([O:63][CH2:64][CH2:65][OH:66])[N:50]=1. (9) Given the reactants [CH:1]1[C:13]2[NH:12][C:11]3[C:6](=[CH:7][CH:8]=[CH:9][CH:10]=3)[C:5]=2[CH:4]=[CH:3][C:2]=1[OH:14].[C:15](Cl)(=[O:17])[CH3:16], predict the reaction product. The product is: [C:15]([O:14][C:2]1[CH:3]=[CH:4][C:5]2[C:6]3[C:11](=[CH:10][CH:9]=[CH:8][CH:7]=3)[NH:12][C:13]=2[CH:1]=1)(=[O:17])[CH3:16].